This data is from Forward reaction prediction with 1.9M reactions from USPTO patents (1976-2016). The task is: Predict the product of the given reaction. (1) Given the reactants [Br:1][C:2]1[C:14](=[O:15])[N:13]([CH:16]2[CH2:20][CH2:19][CH2:18][CH2:17]2)[C:5]2[N:6]=[C:7](S(C)=O)[N:8]=[CH:9][C:4]=2[C:3]=1[CH3:21].[CH3:22][O:23][C:24]1[CH:31]=[CH:30][C:27]([CH2:28][NH2:29])=[CH:26][CH:25]=1, predict the reaction product. The product is: [Br:1][C:2]1[C:14](=[O:15])[N:13]([CH:16]2[CH2:20][CH2:19][CH2:18][CH2:17]2)[C:5]2[N:6]=[C:7]([NH:29][CH2:28][C:27]3[CH:30]=[CH:31][C:24]([O:23][CH3:22])=[CH:25][CH:26]=3)[N:8]=[CH:9][C:4]=2[C:3]=1[CH3:21]. (2) Given the reactants [CH3:1][O:2][C:3]1[CH:16]=[CH:15][C:6]([CH2:7][S:8][CH2:9][CH2:10][O:11][CH2:12][CH2:13][OH:14])=[CH:5][CH:4]=1.N1C=CC=CC=1.[C:23]1([CH3:33])[CH:28]=[CH:27][C:26]([S:29](Cl)(=[O:31])=[O:30])=[CH:25][CH:24]=1.O, predict the reaction product. The product is: [S:29]([C:26]1[CH:27]=[CH:28][C:23]([CH3:33])=[CH:24][CH:25]=1)([O:14][CH2:13][CH2:12][O:11][CH2:10][CH2:9][S:8][CH2:7][C:6]1[CH:5]=[CH:4][C:3]([O:2][CH3:1])=[CH:16][CH:15]=1)(=[O:31])=[O:30]. (3) Given the reactants [Cl:1][C:2]1[CH:7]=[CH:6][C:5]([N:8]2[C:13](=[O:14])[C:12]3[CH:15]=[N:16][N:17]([C:18]4[CH:23]=[CH:22][CH:21]=[CH:20][CH:19]=4)[C:11]=3[N:10]=[C:9]2[C:24]2[CH:29]=[CH:28][C:27](I)=[CH:26][CH:25]=2)=[CH:4][CH:3]=1.C1C=CC(P(C2C(C3C(P(C4C=CC=CC=4)C4C=CC=CC=4)=CC=C4C=3C=CC=C4)=C3C(C=CC=C3)=CC=2)C2C=CC=CC=2)=CC=1.C([O-])([O-])=O.[Cs+].[Cs+].[NH:83]1[CH2:88][CH2:87][O:86][CH2:85][CH2:84]1, predict the reaction product. The product is: [Cl:1][C:2]1[CH:7]=[CH:6][C:5]([N:8]2[C:13](=[O:14])[C:12]3[CH:15]=[N:16][N:17]([C:18]4[CH:23]=[CH:22][CH:21]=[CH:20][CH:19]=4)[C:11]=3[N:10]=[C:9]2[C:24]2[CH:29]=[CH:28][C:27]([N:83]3[CH2:88][CH2:87][O:86][CH2:85][CH2:84]3)=[CH:26][CH:25]=2)=[CH:4][CH:3]=1. (4) Given the reactants [C:1]([C:4]1[CH:9]=[CH:8][C:7]([S:10]([NH2:13])(=[O:12])=[O:11])=[CH:6][CH:5]=1)(=[O:3])[CH3:2].[CH3:14][O:15][C:16]1[C:23]([C:24]2[S:25][CH:26]=[CH:27][CH:28]=2)=[CH:22][C:19]([CH:20]=O)=[C:18]([O:29][CH2:30][C:31]2[NH:35][N:34]=[N:33][N:32]=2)[CH:17]=1, predict the reaction product. The product is: [CH3:14][O:15][C:16]1[C:23]([C:24]2[S:25][CH:26]=[CH:27][CH:28]=2)=[CH:22][C:19](/[CH:20]=[CH:2]/[C:1]([C:4]2[CH:5]=[CH:6][C:7]([S:10]([NH2:13])(=[O:11])=[O:12])=[CH:8][CH:9]=2)=[O:3])=[C:18]([O:29][CH2:30][C:31]2[NH:32][N:33]=[N:34][N:35]=2)[CH:17]=1.